This data is from Forward reaction prediction with 1.9M reactions from USPTO patents (1976-2016). The task is: Predict the product of the given reaction. (1) Given the reactants [CH2:1]([N:8]1[CH:13]=[CH:12][CH:11]=[C:10]([O:14]CC2C=CC=CC=2)[C:9]1=[O:22])[C:2]1[CH:7]=[CH:6][CH:5]=[CH:4][CH:3]=1.[H][H], predict the reaction product. The product is: [CH2:1]([N:8]1[CH:13]=[CH:12][CH:11]=[C:10]([OH:14])[C:9]1=[O:22])[C:2]1[CH:3]=[CH:4][CH:5]=[CH:6][CH:7]=1. (2) Given the reactants [F:1][C:2]1[CH:9]=[CH:8][C:5]([C:6]#N)=[CH:4][C:3]=1[C:10]1[N:14]2[CH:15]=[C:16]([C:19]3[N:26]4[C:22]([O:23][CH:24]=[CH:25]4)=[N:21][C:20]=3[C:27]3[CH:32]=[CH:31][C:30]([F:33])=[CH:29][CH:28]=3)[CH:17]=[CH:18][C:13]2=[N:12][N:11]=1.[NH4+].[OH-:35].[OH-:36].[Na+].N, predict the reaction product. The product is: [F:1][C:2]1[CH:9]=[CH:8][C:5]([C:6]([OH:36])=[O:35])=[CH:4][C:3]=1[C:10]1[N:14]2[CH:15]=[C:16]([C:19]3[N:26]4[C:22]([O:23][CH:24]=[CH:25]4)=[N:21][C:20]=3[C:27]3[CH:32]=[CH:31][C:30]([F:33])=[CH:29][CH:28]=3)[CH:17]=[CH:18][C:13]2=[N:12][N:11]=1.